This data is from Full USPTO retrosynthesis dataset with 1.9M reactions from patents (1976-2016). The task is: Predict the reactants needed to synthesize the given product. Given the product [OH:8][N:9]1[C:14]2[N:15]=[CH:16][N:17]=[C:18]([CH3:19])[C:13]=2[C:12]([NH:20][CH2:21][C:22]2[CH:23]=[N:24][C:25]([C:28]([F:31])([F:30])[F:29])=[CH:26][CH:27]=2)=[CH:11][C:10]1=[O:32], predict the reactants needed to synthesize it. The reactants are: C([O:8][N:9]1[C:14]2[N:15]=[CH:16][N:17]=[C:18]([CH3:19])[C:13]=2[C:12]([NH:20][CH2:21][C:22]2[CH:23]=[N:24][C:25]([C:28]([F:31])([F:30])[F:29])=[CH:26][CH:27]=2)=[CH:11][C:10]1=[O:32])C1C=CC=CC=1.[H][H].